From a dataset of Forward reaction prediction with 1.9M reactions from USPTO patents (1976-2016). Predict the product of the given reaction. (1) Given the reactants [Br:1][C:2]1[CH:7]=[CH:6][N:5]2[C:8]([C:11]([OH:13])=O)=[CH:9][N:10]=[C:4]2[CH:3]=1.C(Cl)(=O)C(Cl)=O.[CH2:20]([N:27]1[C:35]2[CH:34]=[CH:33][CH:32]=[C:31]([NH2:36])[C:30]=2[CH:29]=[N:28]1)[C:21]1[CH:26]=[CH:25][CH:24]=[CH:23][CH:22]=1.C(N(C(C)C)CC)(C)C, predict the reaction product. The product is: [CH2:20]([N:27]1[C:35]2[C:30](=[C:31]([NH:36][C:11]([C:8]3[N:5]4[CH:6]=[CH:7][C:2]([Br:1])=[CH:3][C:4]4=[N:10][CH:9]=3)=[O:13])[CH:32]=[CH:33][CH:34]=2)[CH:29]=[N:28]1)[C:21]1[CH:22]=[CH:23][CH:24]=[CH:25][CH:26]=1. (2) The product is: [NH2:1][C:2]1[CH:15]=[CH:14][C:13]2[CH2:12][C:11]3[C:6](=[CH:7][CH:8]=[C:9]([NH2:17])[CH:10]=3)[C:5](=[O:18])[C:4]=2[CH:3]=1. Given the reactants [NH2:1][C:2]1[CH:15]=[CH:14][C:13]2[C:12](=O)[C:11]3[C:6](=[CH:7][CH:8]=[C:9]([NH2:17])[CH:10]=3)[C:5](=[O:18])[C:4]=2[CH:3]=1.[Sn], predict the reaction product. (3) Given the reactants [CH2:1]([O:3][C:4]([N:6]1[CH2:11][CH2:10][N:9]([C:12](=[O:38])[C@@H:13]([NH:17][C:18]([C:20]2[CH:25]=[C:24]([O:26][CH:27]3[CH2:31][CH2:30][CH2:29][CH2:28]3)[N:23]=[C:22]([C:32]3[CH:37]=[CH:36][CH:35]=[CH:34][CH:33]=3)[N:21]=2)=[O:19])[CH2:14][CH2:15][OH:16])[CH2:8][CH2:7]1)=[O:5])[CH3:2].C[Si]([N-][Si](C)(C)C)(C)C.[K+].[CH2:49]([O:51][C:52](=[O:55])[CH2:53]Br)[CH3:50], predict the reaction product. The product is: [CH2:1]([O:3][C:4]([N:6]1[CH2:7][CH2:8][N:9]([C:12](=[O:38])[C@@H:13]([NH:17][C:18]([C:20]2[CH:25]=[C:24]([O:26][CH:27]3[CH2:28][CH2:29][CH2:30][CH2:31]3)[N:23]=[C:22]([C:32]3[CH:37]=[CH:36][CH:35]=[CH:34][CH:33]=3)[N:21]=2)=[O:19])[CH2:14][CH2:15][O:16][CH2:53][C:52]([O:51][CH2:49][CH3:50])=[O:55])[CH2:10][CH2:11]1)=[O:5])[CH3:2]. (4) Given the reactants [CH3:1][O:2][C:3]1[CH:8]=[CH:7][C:6]([S:9](Cl)(=[O:11])=[O:10])=[CH:5][N:4]=1.C(N(CC)CC)C.[CH3:20][O:21][C:22]1[CH:23]=[C:24]([OH:32])[CH:25]=[C:26]([O:30][CH3:31])[C:27]=1[O:28][CH3:29], predict the reaction product. The product is: [CH3:1][O:2][C:3]1[N:4]=[CH:5][C:6]([S:9]([O:32][C:24]2[CH:25]=[C:26]([O:30][CH3:31])[C:27]([O:28][CH3:29])=[C:22]([O:21][CH3:20])[CH:23]=2)(=[O:11])=[O:10])=[CH:7][CH:8]=1. (5) Given the reactants CS(O[CH:6]([C:8]1[CH:9]=[CH:10][C:11]2[O:17][CH2:16][CH2:15][N:14]3[CH:18]=[C:19]([C:21]4[N:25]([CH:26]([CH3:28])[CH3:27])[N:24]=[CH:23][N:22]=4)[N:20]=[C:13]3[C:12]=2[CH:29]=1)[CH3:7])(=O)=O.[N:30]1([CH:35]2[CH2:40][CH2:39][NH:38][CH2:37][CH2:36]2)[CH2:34][CH2:33][CH2:32][CH2:31]1, predict the reaction product. The product is: [CH:26]([N:25]1[C:21]([C:19]2[N:20]=[C:13]3[C:12]4[CH:29]=[C:8]([CH:6]([N:38]5[CH2:39][CH2:40][CH:35]([N:30]6[CH2:34][CH2:33][CH2:32][CH2:31]6)[CH2:36][CH2:37]5)[CH3:7])[CH:9]=[CH:10][C:11]=4[O:17][CH2:16][CH2:15][N:14]3[CH:18]=2)=[N:22][CH:23]=[N:24]1)([CH3:27])[CH3:28].